From a dataset of Full USPTO retrosynthesis dataset with 1.9M reactions from patents (1976-2016). Predict the reactants needed to synthesize the given product. Given the product [CH3:19][O:18][N:17]=[C:15]1[C:10]2([CH2:11][N:12]([CH3:14])[CH2:13]2)[CH2:9][NH:8][CH2:16]1, predict the reactants needed to synthesize it. The reactants are: C([N:8]1[CH2:16][C:15](=[N:17][O:18][CH3:19])[C:10]2([CH2:13][N:12]([CH3:14])[CH2:11]2)[CH2:9]1)C1C=CC=CC=1.[H][H].